This data is from NCI-60 drug combinations with 297,098 pairs across 59 cell lines. The task is: Regression. Given two drug SMILES strings and cell line genomic features, predict the synergy score measuring deviation from expected non-interaction effect. Drug 1: CCCS(=O)(=O)NC1=C(C(=C(C=C1)F)C(=O)C2=CNC3=C2C=C(C=N3)C4=CC=C(C=C4)Cl)F. Drug 2: CCCCCOC(=O)NC1=NC(=O)N(C=C1F)C2C(C(C(O2)C)O)O. Cell line: HCC-2998. Synergy scores: CSS=-8.59, Synergy_ZIP=2.82, Synergy_Bliss=-5.52, Synergy_Loewe=-17.0, Synergy_HSA=-17.0.